This data is from NCI-60 drug combinations with 297,098 pairs across 59 cell lines. The task is: Regression. Given two drug SMILES strings and cell line genomic features, predict the synergy score measuring deviation from expected non-interaction effect. (1) Drug 1: C1=CC(=C2C(=C1NCCNCCO)C(=O)C3=C(C=CC(=C3C2=O)O)O)NCCNCCO. Drug 2: C1C(C(OC1N2C=NC3=C2NC=NCC3O)CO)O. Cell line: M14. Synergy scores: CSS=14.1, Synergy_ZIP=4.52, Synergy_Bliss=0.242, Synergy_Loewe=-17.9, Synergy_HSA=0.912. (2) Drug 1: CC1C(C(=O)NC(C(=O)N2CCCC2C(=O)N(CC(=O)N(C(C(=O)O1)C(C)C)C)C)C(C)C)NC(=O)C3=C4C(=C(C=C3)C)OC5=C(C(=O)C(=C(C5=N4)C(=O)NC6C(OC(=O)C(N(C(=O)CN(C(=O)C7CCCN7C(=O)C(NC6=O)C(C)C)C)C)C(C)C)C)N)C. Drug 2: C1CC(C1)(C(=O)O)C(=O)O.[NH2-].[NH2-].[Pt+2]. Cell line: SNB-19. Synergy scores: CSS=16.8, Synergy_ZIP=-3.35, Synergy_Bliss=-0.186, Synergy_Loewe=2.07, Synergy_HSA=1.79.